From a dataset of M1 muscarinic receptor antagonist screen with 61,756 compounds. Binary Classification. Given a drug SMILES string, predict its activity (active/inactive) in a high-throughput screening assay against a specified biological target. (1) The molecule is O=C1CC(CC=2N=c3[nH][nH]c(c3C(C12)c1ccc(OC)cc1)C)(C)C. The result is 0 (inactive). (2) The molecule is O=C1N(C(C(c2c1cccc2)C(=O)NCCCN1CCCC1=O)c1c2c([nH]c1)cccc2)CCOC. The result is 0 (inactive).